Dataset: Full USPTO retrosynthesis dataset with 1.9M reactions from patents (1976-2016). Task: Predict the reactants needed to synthesize the given product. (1) The reactants are: [H-].[Na+].[SH:3][C:4]1[N:5]([CH3:9])[CH:6]=[CH:7][N:8]=1.CN(C=O)C.[F:15][C:16]1[CH:17]=[C:18]([CH:21]=[C:22](F)[CH:23]=1)[C:19]#[N:20]. Given the product [F:15][C:16]1[CH:17]=[C:18]([CH:21]=[C:22]([S:3][C:4]2[N:5]([CH3:9])[CH:6]=[CH:7][N:8]=2)[CH:23]=1)[C:19]#[N:20], predict the reactants needed to synthesize it. (2) Given the product [F:27][C:26]([F:29])([F:28])[C:23]1[CH:24]=[CH:25][C:20]([CH2:19][O:18][N:17]=[C:15]([C:12]2[CH:11]=[CH:10][C:9]([O:8][CH2:7][C:6]3[O:30][C:1]([CH3:2])=[N:4][N:5]=3)=[CH:14][CH:13]=2)[CH3:16])=[CH:21][CH:22]=1, predict the reactants needed to synthesize it. The reactants are: [C:1]([NH:4][NH:5][C:6](=[O:30])[CH2:7][O:8][C:9]1[CH:14]=[CH:13][C:12]([C:15](=[N:17][O:18][CH2:19][C:20]2[CH:25]=[CH:24][C:23]([C:26]([F:29])([F:28])[F:27])=[CH:22][CH:21]=2)[CH3:16])=[CH:11][CH:10]=1)(=O)[CH3:2].S(Cl)(Cl)=O.O.